Dataset: Reaction yield outcomes from USPTO patents with 853,638 reactions. Task: Predict the reaction yield, written as a fraction of the theoretical maximum amount of product (1.0 means a 100% yield; for example, 0.34 means a 34% yield). The reactants are [CH3:1][C:2]1[CH:7]=[CH:6][C:5]([S:8]([O:11][CH2:12][C@@H:13]([OH:29])[C@H:14]([O:21][Si:22]([C:25]([CH3:28])([CH3:27])[CH3:26])([CH3:24])[CH3:23])[C@@H:15]([CH3:20])[CH2:16][N:17]=[N+:18]=[N-:19])(=[O:10])=[O:9])=[CH:4][CH:3]=1.N1C(C)=CC=CC=1C.[Si:38](OS(C(F)(F)F)(=O)=O)([C:41]([CH3:44])([CH3:43])[CH3:42])([CH3:40])[CH3:39]. The catalyst is CCOC(C)=O. The product is [CH3:1][C:2]1[CH:7]=[CH:6][C:5]([S:8]([O:11][CH2:12][C@@H:13]([O:29][Si:38]([C:41]([CH3:44])([CH3:43])[CH3:42])([CH3:40])[CH3:39])[C@H:14]([O:21][Si:22]([C:25]([CH3:28])([CH3:27])[CH3:26])([CH3:23])[CH3:24])[C@@H:15]([CH3:20])[CH2:16][N:17]=[N+:18]=[N-:19])(=[O:9])=[O:10])=[CH:4][CH:3]=1. The yield is 0.750.